From a dataset of Forward reaction prediction with 1.9M reactions from USPTO patents (1976-2016). Predict the product of the given reaction. Given the reactants [CH3:1][C@@:2]1([CH2:9][S:10](Cl)(=[O:12])=[O:11])[C:6](=[O:7])[NH:5][C:4](=[O:8])[NH:3]1.[CH:14]1([C:17]2[N:22]=[CH:21][C:20]([C:23]3[CH:24]=[C:25]4[C:30](=[CH:31][CH:32]=3)[CH2:29][NH:28][CH2:27][CH2:26]4)=[CH:19][N:18]=2)[CH2:16][CH2:15]1.CCN(C(C)C)C(C)C, predict the reaction product. The product is: [CH:14]1([C:17]2[N:18]=[CH:19][C:20]([C:23]3[CH:24]=[C:25]4[C:30](=[CH:31][CH:32]=3)[CH2:29][N:28]([S:10]([CH2:9][C@@:2]3([CH3:1])[NH:3][C:4](=[O:8])[NH:5][C:6]3=[O:7])(=[O:12])=[O:11])[CH2:27][CH2:26]4)=[CH:21][N:22]=2)[CH2:16][CH2:15]1.